Task: Predict the reaction yield, written as a fraction of the theoretical maximum amount of product (1.0 means a 100% yield; for example, 0.34 means a 34% yield).. Dataset: Reaction yield outcomes from USPTO patents with 853,638 reactions (1) The reactants are [CH2:1]([O:3][C:4]([C:6]1[CH:11]=[CH:10][C:9](B(O)O)=[CH:8][CH:7]=1)=[O:5])C.NC1CC(C(N(CCC)CCC)=O)=CC2C=CC(Br)=CC=2N=1.COC(C1C=CC(B(O)O)=CC=1)=O.C(=O)([O-])[O-].[K+].[K+].[C:56]([O:60][C:61]([NH:63][C:64]1[CH2:65][C:66]([C:86](=[O:102])[N:87]([CH2:91][CH2:92][CH2:93][O:94][Si:95]([C:98]([CH3:101])([CH3:100])[CH3:99])([CH3:97])[CH3:96])[CH2:88][CH2:89][CH3:90])=[CH:67][C:68]2[CH:74]=[CH:73][C:72]([C:75]3[CH:85]=[CH:84][C:78]([C:79]([O:81][CH2:82][CH3:83])=[O:80])=[CH:77][CH:76]=3)=[CH:71][C:69]=2[N:70]=1)=[O:62])([CH3:59])([CH3:58])[CH3:57]. The catalyst is C(#N)C.CCOC(C)=O.ClCCl.C(O)(C(F)(F)F)=O.C1C=CC([P]([Pd]([P](C2C=CC=CC=2)(C2C=CC=CC=2)C2C=CC=CC=2)([P](C2C=CC=CC=2)(C2C=CC=CC=2)C2C=CC=CC=2)[P](C2C=CC=CC=2)(C2C=CC=CC=2)C2C=CC=CC=2)(C2C=CC=CC=2)C2C=CC=CC=2)=CC=1. The product is [NH2:63][C:64]1[CH2:65][C:66]([C:86]([N:87]([CH2:91][CH2:92][CH2:93][OH:94])[CH2:88][CH2:89][CH3:90])=[O:102])=[CH:67][C:68]2[CH:74]=[CH:73][C:72]([C:10]3[CH:11]=[C:6]4[C:7](=[CH:8][CH:9]=3)[CH2:1][O:3][C:4]4=[O:5])=[CH:71][C:69]=2[N:70]=1.[C:56]([O:60][C:61]([NH:63][C:64]1[CH2:65][C:66]([C:86](=[O:102])[N:87]([CH2:91][CH2:92][CH2:93][O:94][Si:95]([C:98]([CH3:99])([CH3:101])[CH3:100])([CH3:96])[CH3:97])[CH2:88][CH2:89][CH3:90])=[CH:67][C:68]2[CH:74]=[CH:73][C:72]([C:75]3[CH:85]=[CH:84][C:78]([C:79]([O:81][CH2:82][CH3:83])=[O:80])=[CH:77][CH:76]=3)=[CH:71][C:69]=2[N:70]=1)=[O:62])([CH3:57])([CH3:58])[CH3:59]. The yield is 0.360. (2) The reactants are [CH3:1][N:2]1[C:6]([Sn](CCCC)(CCCC)CCCC)=[CH:5][N:4]=[N:3]1.Br[C:21]1[CH:33]=[N:32][C:31]2[C:30]3[CH:29]=[CH:28][C:27]([C:34]([O:36][CH3:37])=[O:35])=[CH:26][C:25]=3[N:24]([CH:38]([C:45]3[CH:50]=[CH:49][C:48]([F:51])=[CH:47][CH:46]=3)[CH:39]3[CH2:44][CH2:43][O:42][CH2:41][CH2:40]3)[C:23]=2[CH:22]=1.C(N(CC)CC)C. The catalyst is CN(C=O)C.[Cu]I.C1C=CC([P]([Pd]([P](C2C=CC=CC=2)(C2C=CC=CC=2)C2C=CC=CC=2)([P](C2C=CC=CC=2)(C2C=CC=CC=2)C2C=CC=CC=2)[P](C2C=CC=CC=2)(C2C=CC=CC=2)C2C=CC=CC=2)(C2C=CC=CC=2)C2C=CC=CC=2)=CC=1. The product is [F:51][C:48]1[CH:49]=[CH:50][C:45]([CH:38]([CH:39]2[CH2:44][CH2:43][O:42][CH2:41][CH2:40]2)[N:24]2[C:25]3[CH:26]=[C:27]([C:34]([O:36][CH3:37])=[O:35])[CH:28]=[CH:29][C:30]=3[C:31]3[N:32]=[CH:33][C:21]([C:6]4[N:2]([CH3:1])[N:3]=[N:4][CH:5]=4)=[CH:22][C:23]2=3)=[CH:46][CH:47]=1. The yield is 0.390. (3) The reactants are C([O:4][CH2:5][C:6]1[CH:7]=[C:8]2[CH:14]=[CH:13][O:12][C:9]2=[CH:10][N:11]=1)(=O)C.C([O-])([O-])=O.[K+].[K+].O.C(Cl)[Cl:23]. No catalyst specified. The product is [Cl:23][C:14]1[C:8]2[C:9](=[CH:10][N:11]=[C:6]([CH2:5][OH:4])[CH:7]=2)[O:12][CH:13]=1. The yield is 0.680. (4) The reactants are [CH3:1][O:2][C:3](=[O:36])[CH:4]=[CH:5][CH2:6][C@H:7]1[C@H:12]2[C@H:13]3[C@H:22]([CH2:23][CH2:24][C@:10]2([CH3:11])[C:9](=[O:35])[CH2:8]1)[C:21]1[CH:20]=[C:19]([O:25][CH3:26])[C:18]([O:27]CC2C=CC=CC=2)=[CH:17][C:16]=1[CH2:15][CH2:14]3. The catalyst is C1COCC1.CO.[Pd]. The product is [CH3:1][O:2][C:3](=[O:36])[CH2:4][CH2:5][CH2:6][C@H:7]1[C@H:12]2[C@H:13]3[C@H:22]([CH2:23][CH2:24][C@:10]2([CH3:11])[C:9](=[O:35])[CH2:8]1)[C:21]1[CH:20]=[C:19]([O:25][CH3:26])[C:18]([OH:27])=[CH:17][C:16]=1[CH2:15][CH2:14]3. The yield is 0.970.